This data is from Forward reaction prediction with 1.9M reactions from USPTO patents (1976-2016). The task is: Predict the product of the given reaction. (1) Given the reactants [Cl:1][C:2]1[CH:3]=[C:4]2[C:9](=[CH:10][CH:11]=1)[CH:8]=[C:7]([S:12]([CH:15]1[CH2:17][CH:16]1[C:18]([O:20]C(C)(C)C)=[O:19])(=[O:14])=[O:13])[CH:6]=[CH:5]2, predict the reaction product. The product is: [Cl:1][C:2]1[CH:3]=[C:4]2[C:9](=[CH:10][CH:11]=1)[CH:8]=[C:7]([S:12]([C@@H:15]1[CH2:17][C@H:16]1[C:18]([OH:20])=[O:19])(=[O:13])=[O:14])[CH:6]=[CH:5]2. (2) Given the reactants [F:1][C:2]([F:12])([F:11])[C:3]1[CH:4]=[C:5]([CH:8]=[CH:9][CH:10]=1)[CH2:6][NH2:7].[CH2:13]([O:20][C:21](=[O:37])[NH:22][C@@H:23]([CH2:32][S:33](Cl)(=[O:35])=[O:34])[CH2:24][C:25]1[CH:30]=[CH:29][CH:28]=[CH:27][C:26]=1[F:31])[C:14]1[CH:19]=[CH:18][CH:17]=[CH:16][CH:15]=1, predict the reaction product. The product is: [CH2:13]([O:20][C:21](=[O:37])[NH:22][C@@H:23]([CH2:32][S:33](=[O:35])(=[O:34])[NH:7][CH2:6][C:5]1[CH:8]=[CH:9][CH:10]=[C:3]([C:2]([F:11])([F:12])[F:1])[CH:4]=1)[CH2:24][C:25]1[CH:30]=[CH:29][CH:28]=[CH:27][C:26]=1[F:31])[C:14]1[CH:15]=[CH:16][CH:17]=[CH:18][CH:19]=1. (3) Given the reactants [Cl:1][C:2]1[N:7]=[CH:6][C:5]([CH2:8][O:9][C:10]2[CH:11]=[C:12]([CH:16]=[CH:17][CH:18]=2)[C:13]([OH:15])=O)=[CH:4][CH:3]=1.[NH2:19][CH:20]1[CH:27]2[CH2:28][C:23]3([OH:30])[CH2:24][CH:25]([CH2:29][CH:21]1[CH2:22]3)[CH2:26]2, predict the reaction product. The product is: [Cl:1][C:2]1[N:7]=[CH:6][C:5]([CH2:8][O:9][C:10]2[CH:11]=[C:12]([CH:16]=[CH:17][CH:18]=2)[C:13]([NH:19][CH:20]2[CH:21]3[CH2:29][CH:25]4[CH2:24][C:23]([OH:30])([CH2:28][CH:27]2[CH2:26]4)[CH2:22]3)=[O:15])=[CH:4][CH:3]=1. (4) Given the reactants [OH:1][C@H:2]1[CH2:21][CH2:20][C@@:19]2([CH3:22])[C@@H:4]([CH2:5][CH2:6][C@@H:7]3[C@@H:18]2[CH2:17][CH2:16][C@@:15]2([CH3:23])[C@H:8]3[CH2:9][CH2:10][C@@H:11]2[C:12](=[O:14])[CH3:13])[CH2:3]1.[Br-].[Na+].[O-]Cl.[Na+].C(OCC)(=O)C.CCCCCC, predict the reaction product. The product is: [CH3:13][C:12](=[O:14])[C@@H:11]1[C@:15]2([CH3:23])[C@H:8]([C@H:7]3[C@H:18]([CH2:17][CH2:16]2)[C@:19]2([CH3:22])[C@H:4]([CH2:3][C:2](=[O:1])[CH2:21][CH2:20]2)[CH2:5][CH2:6]3)[CH2:9][CH2:10]1.